From a dataset of Forward reaction prediction with 1.9M reactions from USPTO patents (1976-2016). Predict the product of the given reaction. (1) Given the reactants C([O:5][C:6]([CH:8]1[CH:12]([C:13]2[CH:18]=[CH:17][CH:16]=[C:15]([Cl:19])[CH:14]=2)[C:11]([C:22]2[CH:27]=[CH:26][C:25]([Cl:28])=[CH:24][CH:23]=2)([C:20]#[N:21])[CH:10]([CH2:29][C:30]([CH3:33])([CH3:32])[CH3:31])[NH:9]1)=[O:7])(C)(C)C.[CH:34](=O)[CH3:35].C(O[BH-](OC(=O)C)OC(=O)C)(=O)C.[Na+], predict the reaction product. The product is: [Cl:19][C:15]1[CH:14]=[C:13]([CH:12]2[C:11]([C:22]3[CH:23]=[CH:24][C:25]([Cl:28])=[CH:26][CH:27]=3)([C:20]#[N:21])[CH:10]([CH2:29][C:30]([CH3:33])([CH3:31])[CH3:32])[N:9]([CH2:34][CH3:35])[CH:8]2[C:6]([OH:5])=[O:7])[CH:18]=[CH:17][CH:16]=1. (2) The product is: [Cl:1][C:2]1[CH:3]=[N:4][C:5]([N:24]2[CH2:25][CH:26]([NH:28][C:29]3[CH:34]=[CH:33][C:32]([F:35])=[CH:31][C:30]=3[F:36])[CH2:27]2)=[C:6]([CH:23]=1)[C:7]([NH:9][C:10]1([C:13]2[CH:22]=[CH:21][C:16]([C:17]([OH:19])=[O:18])=[CH:15][CH:14]=2)[CH2:11][CH2:12]1)=[O:8]. Given the reactants [Cl:1][C:2]1[CH:3]=[N:4][C:5]([N:24]2[CH2:27][CH:26]([NH:28][C:29]3[CH:34]=[CH:33][C:32]([F:35])=[CH:31][C:30]=3[F:36])[CH2:25]2)=[C:6]([CH:23]=1)[C:7]([NH:9][C:10]1([C:13]2[CH:22]=[CH:21][C:16]([C:17]([O:19]C)=[O:18])=[CH:15][CH:14]=2)[CH2:12][CH2:11]1)=[O:8].[OH-].[Na+], predict the reaction product. (3) Given the reactants [H-].[Na+].[CH2:3]([C:7]1[N:8]([CH2:20][C:21]([CH3:24])([OH:23])[CH3:22])[C:9]2[C:18]3[CH:17]=[CH:16][CH:15]=[CH:14][C:13]=3[N:12]=[CH:11][C:10]=2[N:19]=1)[CH2:4][CH2:5][CH3:6].[CH:25]([S:27]([CH3:30])(=[O:29])=[O:28])=[CH2:26].O, predict the reaction product. The product is: [CH2:3]([C:7]1[N:8]([CH2:20][C:21]([CH3:24])([O:23][CH2:26][CH2:25][S:27]([CH3:30])(=[O:29])=[O:28])[CH3:22])[C:9]2[C:18]3[CH:17]=[CH:16][CH:15]=[CH:14][C:13]=3[N:12]=[CH:11][C:10]=2[N:19]=1)[CH2:4][CH2:5][CH3:6]. (4) Given the reactants [CH2:1]([N:3]1[C:8](=[O:9])[C:7]2[C:10]([CH3:16])=[C:11]([C:13](O)=[O:14])[S:12][C:6]=2[NH:5][C:4]1=[O:17])[CH3:2].C(Cl)(=O)C([Cl:21])=O, predict the reaction product. The product is: [CH2:1]([N:3]1[C:8](=[O:9])[C:7]2[C:10]([CH3:16])=[C:11]([C:13]([Cl:21])=[O:14])[S:12][C:6]=2[NH:5][C:4]1=[O:17])[CH3:2]. (5) Given the reactants [F:1][C:2]1[C:11]([CH:12]([C:14]2[N:18]3[N:19]=[C:20]([C:23]4[CH:24]=[N:25][N:26]([CH3:28])[CH:27]=4)[CH:21]=[CH:22][C:17]3=[N:16][CH:15]=2)[OH:13])=[C:10]([F:29])[CH:9]=[C:8]2[C:3]=1[CH:4]=[CH:5][CH:6]=[N:7]2.CC(OI1(OC(C)=O)(OC(C)=O)OC(=O)C2C=CC=CC1=2)=O.[OH-].[Na+], predict the reaction product. The product is: [F:1][C:2]1[C:11]([C:12]([C:14]2[N:18]3[N:19]=[C:20]([C:23]4[CH:24]=[N:25][N:26]([CH3:28])[CH:27]=4)[CH:21]=[CH:22][C:17]3=[N:16][CH:15]=2)=[O:13])=[C:10]([F:29])[CH:9]=[C:8]2[C:3]=1[CH:4]=[CH:5][CH:6]=[N:7]2. (6) Given the reactants IN1C(=O)CCC1=O.[N+:9]([C:12]1[CH:17]=[CH:16][C:15]([CH2:18][N:19]2[CH2:24][CH2:23][O:22][CH2:21][CH2:20]2)=[CH:14][CH:13]=1)([O-])=O, predict the reaction product. The product is: [O:22]1[CH2:21][CH2:20][N:19]([CH2:18][C:15]2[CH:16]=[CH:17][C:12]([NH2:9])=[CH:13][CH:14]=2)[CH2:24][CH2:23]1. (7) Given the reactants [C:1]1([C:7]2[CH:12]=[CH:11][C:10]([CH2:13][N:14]3[CH2:21][CH:20]4[CH:16]([CH2:17][NH:18][CH2:19]4)[CH2:15]3)=[CH:9][CH:8]=2)[CH:6]=[CH:5][CH:4]=[CH:3][CH:2]=1.[CH2:22]1[C:27](=[O:28])[N:26]([O:29][C:30](ON2C(=O)CCC2=O)=[O:31])[C:24](=[O:25])[CH2:23]1, predict the reaction product. The product is: [C:1]1([C:7]2[CH:12]=[CH:11][C:10]([CH2:13][N:14]3[CH2:15][CH:16]4[CH2:17][N:18]([C:30]([O:29][N:26]5[C:27](=[O:28])[CH2:22][CH2:23][C:24]5=[O:25])=[O:31])[CH2:19][CH:20]4[CH2:21]3)=[CH:9][CH:8]=2)[CH:2]=[CH:3][CH:4]=[CH:5][CH:6]=1.